This data is from Forward reaction prediction with 1.9M reactions from USPTO patents (1976-2016). The task is: Predict the product of the given reaction. (1) Given the reactants Br[C:2]1[CH:7]=[CH:6][CH:5]=[C:4]([Br:8])[N:3]=1.C([Li])CCC.Br[C:15]1[S:19][C:18]([C:20]2[N:24]3[N:25]=[C:26]([CH3:34])[CH:27]=[C:28]([CH:29]([CH2:32][CH3:33])[CH2:30][CH3:31])[C:23]3=[N:22][C:21]=2[CH3:35])=[C:17]([CH3:36])[CH:16]=1, predict the reaction product. The product is: [Br:8][C:4]1[N:3]=[C:2]([C:15]2[S:19][C:18]([C:20]3[N:24]4[N:25]=[C:26]([CH3:34])[CH:27]=[C:28]([CH:29]([CH2:32][CH3:33])[CH2:30][CH3:31])[C:23]4=[N:22][C:21]=3[CH3:35])=[C:17]([CH3:36])[CH:16]=2)[CH:7]=[CH:6][CH:5]=1. (2) Given the reactants [ClH:1].O1CCOCC1.[Br:8][C:9]1[S:13][C:12]([C:14]([N:16]2[CH2:21][CH2:20][N:19](C(OC(C)(C)C)=O)[CH2:18][CH:17]2[CH2:29][O:30][C:31]2[CH:32]=[N:33][CH:34]=[CH:35][CH:36]=2)=[O:15])=[CH:11][CH:10]=1, predict the reaction product. The product is: [ClH:1].[ClH:1].[Br:8][C:9]1[S:13][C:12]([C:14]([N:16]2[CH2:21][CH2:20][NH:19][CH2:18][CH:17]2[CH2:29][O:30][C:31]2[CH:32]=[N:33][CH:34]=[CH:35][CH:36]=2)=[O:15])=[CH:11][CH:10]=1.